This data is from Reaction yield outcomes from USPTO patents with 853,638 reactions. The task is: Predict the reaction yield, written as a fraction of the theoretical maximum amount of product (1.0 means a 100% yield; for example, 0.34 means a 34% yield). (1) The reactants are [N+:1]([C:4]1[CH:5]=[C:6]([OH:14])[CH:7]=[C:8]([C:10]([F:13])([F:12])[F:11])[CH:9]=1)([O-])=O.C([O-])([O-])=O.[Cs+].[Cs+].CCCC[CH2:25][CH3:26].[CH3:27][N:28](C=O)[CH3:29]. The catalyst is CCOC(C)=O. The product is [CH3:27][N:28]([CH3:29])[CH2:25][CH2:26][O:14][C:6]1[CH:5]=[C:4]([CH:9]=[C:8]([C:10]([F:13])([F:12])[F:11])[CH:7]=1)[NH2:1]. The yield is 0.630. (2) The reactants are [CH:1]1([C:4]2[C:5]([O:18][CH2:19][C:20]3([C:26]([F:29])([F:28])[F:27])[CH2:25][CH2:24][CH2:23][CH2:22][CH2:21]3)=[CH:6][C:7]([F:17])=[C:8]([CH:16]=2)[C:9]([O:11]C(C)(C)C)=[O:10])[CH2:3][CH2:2]1.FC(F)(F)C(O)=O. The catalyst is ClCCl. The product is [CH:1]1([C:4]2[C:5]([O:18][CH2:19][C:20]3([C:26]([F:29])([F:27])[F:28])[CH2:21][CH2:22][CH2:23][CH2:24][CH2:25]3)=[CH:6][C:7]([F:17])=[C:8]([CH:16]=2)[C:9]([OH:11])=[O:10])[CH2:2][CH2:3]1. The yield is 0.690. (3) The reactants are [NH:1]1[C:5]2[CH:6]=[CH:7][C:8]([CH2:10][N:11]([CH2:19][CH2:20][N:21]3[C:30]4[C:25]([C:26](=[O:32])[NH:27][C:28](=[O:31])[N:29]=4)=[N:24][C:23]4[CH:33]=[C:34]([CH3:38])[C:35]([CH3:37])=[CH:36][C:22]3=4)C(=O)OC(C)(C)C)=[CH:9][C:4]=2[N:3]=[CH:2]1.[C:39]([OH:45])([C:41]([F:44])([F:43])[F:42])=[O:40]. The catalyst is C(Cl)Cl. The product is [F:42][C:41]([F:44])([F:43])[C:39]([OH:45])=[O:40].[NH:1]1[C:5]2[CH:6]=[CH:7][C:8]([CH2:10][NH:11][CH2:19][CH2:20][N:21]3[C:30]4[C:25]([C:26](=[O:32])[NH:27][C:28](=[O:31])[N:29]=4)=[N:24][C:23]4[CH:33]=[C:34]([CH3:38])[C:35]([CH3:37])=[CH:36][C:22]3=4)=[CH:9][C:4]=2[N:3]=[CH:2]1. The yield is 0.370. (4) The reactants are [CH2:1]([NH:8][C:9]([N:11]1[CH:16]2[C@H:17]([CH3:41])[N:18]([CH2:30][C:31]3[CH:32]=[CH:33][CH:34]=[C:35]4[C:40]=3[N:39]=[CH:38][CH:37]=[CH:36]4)[C:19](=[O:29])[C@H:20]([CH2:21][C:22]3[CH:27]=[CH:26][C:25]([OH:28])=[CH:24][CH:23]=3)[N:15]2[C:14](=[O:42])[CH2:13][N:12]1[CH3:43])=[O:10])[C:2]1[CH:7]=[CH:6][CH:5]=[CH:4][CH:3]=1.C1COCC1.[C:49](Cl)(=[O:61])[CH2:50][CH2:51][CH2:52][CH2:53][CH2:54][CH2:55][CH2:56][CH2:57][CH2:58][CH2:59][CH3:60].C(N(CC)CC)C. The catalyst is C(OCC)(=O)C. The product is [C:49]([O:28][C:25]1[CH:24]=[CH:23][C:22]([CH2:21][C@@H:20]2[N:15]3[CH:16]([N:11]([C:9](=[O:10])[NH:8][CH2:1][C:2]4[CH:3]=[CH:4][CH:5]=[CH:6][CH:7]=4)[N:12]([CH3:43])[CH2:13][C:14]3=[O:42])[C@H:17]([CH3:41])[N:18]([CH2:30][C:31]3[CH:32]=[CH:33][CH:34]=[C:35]4[C:40]=3[N:39]=[CH:38][CH:37]=[CH:36]4)[C:19]2=[O:29])=[CH:27][CH:26]=1)(=[O:61])[CH2:50][CH2:51][CH2:52][CH2:53][CH2:54][CH2:55][CH2:56][CH2:57][CH2:58][CH2:59][CH3:60]. The yield is 0.900. (5) The reactants are [C:1]([C:5]1[CH:12]=[CH:11][C:8]([CH2:9][NH2:10])=[CH:7][CH:6]=1)([CH3:4])([CH3:3])[CH3:2].[CH3:13][CH:14]([CH3:18])[CH2:15][CH:16]=O.[BH4-].[Na+]. The catalyst is CO.Cl. The product is [C:1]([C:5]1[CH:6]=[CH:7][C:8]([CH2:9][NH:10][CH2:16][CH2:15][CH:14]([CH3:18])[CH3:13])=[CH:11][CH:12]=1)([CH3:4])([CH3:2])[CH3:3]. The yield is 0.780. (6) The reactants are [Cl:1][C:2]1[CH:3]=[C:4]([S:9]([NH:12][CH2:13][C:14]2[CH:23]=[CH:22][C:17]([C:18]([O:20]C)=[O:19])=[CH:16][N:15]=2)(=[O:11])=[O:10])[CH:5]=[CH:6][C:7]=1[F:8].[OH-].[K+]. The catalyst is CO. The product is [Cl:1][C:2]1[CH:3]=[C:4]([S:9]([NH:12][CH2:13][C:14]2[CH:23]=[CH:22][C:17]([C:18]([OH:20])=[O:19])=[CH:16][N:15]=2)(=[O:10])=[O:11])[CH:5]=[CH:6][C:7]=1[F:8]. The yield is 0.940. (7) The reactants are C1(P(C2C=CC=CC=2)C2C=CC=CC=2)C=CC=CC=1.[CH2:20]([P:22]([C:29]([C:31]1[CH:36]=[CH:35][CH:34]=[CH:33][CH:32]=1)=[CH2:30])(=[O:28])[O:23][CH2:24][CH2:25][CH2:26][CH3:27])[CH3:21].CC(C(O)C([CH2:44][O:45]C(C(C)C)=O)(C)C)C. No catalyst specified. The product is [CH2:20]([P:22]([CH:29]([C:31]1[CH:32]=[CH:33][CH:34]=[CH:35][CH:36]=1)[CH2:30][CH:44]=[O:45])(=[O:28])[O:23][CH2:24][CH2:25][CH2:26][CH3:27])[CH3:21]. The yield is 0.890. (8) The reactants are [N:1]1[C:6]([CH2:7][NH:8][C:9](=[O:15])[O:10][C:11]([CH3:14])([CH3:13])[CH3:12])=[CH:5][N:4]=[C:3]2[NH:16][CH:17]=[CH:18][C:2]=12.C1C(=O)N([Cl:26])C(=O)C1. The catalyst is CN(C=O)C. The product is [Cl:26][C:18]1[C:2]2[C:3](=[N:4][CH:5]=[C:6]([CH2:7][NH:8][C:9](=[O:15])[O:10][C:11]([CH3:14])([CH3:13])[CH3:12])[N:1]=2)[NH:16][CH:17]=1. The yield is 0.970. (9) The reactants are [Br:1][C:2]1[CH:14]=[CH:13][C:5]([CH2:6][NH:7][CH2:8][C:9]([O:11]C)=O)=[C:4]([Cl:15])[CH:3]=1.[CH2:16]([N:18]=[C:19]=[O:20])[CH3:17]. The catalyst is C(Cl)Cl. The product is [Br:1][C:2]1[CH:14]=[CH:13][C:5]([CH2:6][N:7]2[CH2:8][C:9](=[O:11])[N:18]([CH2:16][CH3:17])[C:19]2=[O:20])=[C:4]([Cl:15])[CH:3]=1. The yield is 0.900. (10) The reactants are [CH:1]1([CH:7]([NH:21][C:22]2[CH:23]=[CH:24][C:25]([C:28](O)=[O:29])=[N:26][CH:27]=2)[C:8]2[CH:12]=[C:11]([C:13]3[CH:18]=[CH:17][C:16]([F:19])=[CH:15][CH:14]=3)[O:10][C:9]=2[CH3:20])[CH2:6][CH2:5][CH2:4][CH2:3][CH2:2]1.Cl.[NH2:32][CH2:33][CH2:34][C:35]([O:37][CH2:38][CH3:39])=[O:36].Cl.C(N=C=NCCCN(C)C)C.O.OC1C2N=NNC=2C=CC=1. The catalyst is C(OCC)(=O)C.CN(C)C=O.C(N(CC)CC)C. The product is [CH:1]1([CH:7]([NH:21][C:22]2[CH:23]=[CH:24][C:25]([C:28]([NH:32][CH2:33][CH2:34][C:35]([O:37][CH2:38][CH3:39])=[O:36])=[O:29])=[N:26][CH:27]=2)[C:8]2[CH:12]=[C:11]([C:13]3[CH:14]=[CH:15][C:16]([F:19])=[CH:17][CH:18]=3)[O:10][C:9]=2[CH3:20])[CH2:6][CH2:5][CH2:4][CH2:3][CH2:2]1. The yield is 0.600.